From a dataset of Full USPTO retrosynthesis dataset with 1.9M reactions from patents (1976-2016). Predict the reactants needed to synthesize the given product. Given the product [CH3:12][CH:13]1[C:2]2[CH:10]=[CH:9][CH:8]=[CH:7][C:3]=2[C:4](=[O:5])[O:6]1, predict the reactants needed to synthesize it. The reactants are: Br[C:2]1[CH:10]=[CH:9][CH:8]=[CH:7][C:3]=1[C:4]([OH:6])=[O:5].[Li][CH2:12][CH2:13]CC.C(=O)C.